Dataset: Reaction yield outcomes from USPTO patents with 853,638 reactions. Task: Predict the reaction yield, written as a fraction of the theoretical maximum amount of product (1.0 means a 100% yield; for example, 0.34 means a 34% yield). (1) The product is [OH:23][C:9]1[C:10]2[C:15](=[CH:14][C:13]([O:16][C:17]3[CH:22]=[CH:21][CH:20]=[CH:19][CH:18]=3)=[CH:12][CH:11]=2)[C:6]([CH3:5])=[N:7][C:8]=1[C:24]([O:26][CH3:27])=[O:25]. The catalyst is [Pd].C(OCC)(=O)C. The reactants are C(O[CH2:5][C:6]1[C:15]2[C:10](=[CH:11][CH:12]=[C:13]([O:16][C:17]3[CH:22]=[CH:21][CH:20]=[CH:19][CH:18]=3)[CH:14]=2)[C:9]([OH:23])=[C:8]([C:24]([O:26][CH3:27])=[O:25])[N:7]=1)(=O)C.C([O-])([O-])=O.[Na+].[Na+]. The yield is 0.900. (2) The reactants are [CH2:1]([C@H:3]1[O:8][C@@H:7]([CH2:9][CH3:10])[CH2:6][N:5]([C:11]2[CH:18]=[CH:17][C:16]([N+:19]([O-:21])=[O:20])=[CH:15][C:12]=2[CH:13]=O)[CH2:4]1)[CH3:2].[NH:22]1[C:29](=[O:30])[CH2:28][C:26](=[O:27])[NH:25][C:23]1=[O:24]. The catalyst is CO. The product is [CH2:9]([C@H:7]1[O:8][C@@H:3]([CH2:1][CH3:2])[C@@H:4]2[C:28]3([CH2:13][C:12]4[C:11]([N:5]2[CH2:6]1)=[CH:18][CH:17]=[C:16]([N+:19]([O-:21])=[O:20])[CH:15]=4)[C:26](=[O:27])[NH:25][C:23](=[O:24])[NH:22][C:29]3=[O:30])[CH3:10]. The yield is 0.480. (3) The product is [CH2:1]([N:8]1[CH2:12][CH2:11][N:10]([C:30]2[S:31][C:32]([C:36]([NH:38][CH2:39][C:40]3[CH:45]=[CH:44][C:43]([F:46])=[C:42]([F:47])[CH:41]=3)=[O:37])=[C:33]([CH3:35])[N:34]=2)[C:9]1=[NH:13])[C:2]1[CH:3]=[CH:4][CH:5]=[CH:6][CH:7]=1. The reactants are [CH2:1]([N:8]1[CH2:12][CH2:11][NH:10][C:9]1=[N:13]C#N)[C:2]1[CH:7]=[CH:6][CH:5]=[CH:4][CH:3]=1.C(N1CCNC1=N)C1C=CC=CC=1.Br[C:30]1[S:31][C:32]([C:36]([NH:38][CH2:39][C:40]2[CH:45]=[CH:44][C:43]([F:46])=[C:42]([F:47])[CH:41]=2)=[O:37])=[C:33]([CH3:35])[N:34]=1. The yield is 0.0500. No catalyst specified. (4) The reactants are C1(S([N:10]2[C:14]3=[N:15][CH:16]=[CH:17][CH:18]=[C:13]3[CH:12]=[C:11]2[CH:19]=[O:20])(=O)=O)C=CC=CC=1.[OH-].[K+]. The catalyst is CO.O. The product is [NH:10]1[C:14]2=[N:15][CH:16]=[CH:17][CH:18]=[C:13]2[CH:12]=[C:11]1[CH:19]=[O:20]. The yield is 0.549. (5) The reactants are Cl[C:2]1[C:7]([C:8]#[N:9])=[CH:6][CH:5]=[CH:4][N:3]=1.[F:10][C:11]1[CH:12]=[C:13](B(O)O)[CH:14]=[CH:15][CH:16]=1. No catalyst specified. The product is [F:10][C:11]1[CH:16]=[C:15]([C:2]2[N:3]=[CH:4][CH:5]=[CH:6][C:7]=2[C:8]#[N:9])[CH:14]=[CH:13][CH:12]=1. The yield is 0.910. (6) The reactants are N1C=CC=[CH:3][C:2]=1[S:7][S:8][C:9]1[CH:14]=[CH:13][CH:12]=[CH:11][N:10]=1.Cl.[NH2:16]CCS. The catalyst is CO.C(O)(=O)C. The product is [N:10]1[CH:11]=[CH:12][CH:13]=[CH:14][C:9]=1[S:8][S:7][CH2:2][CH2:3][NH2:16]. The yield is 0.740.